This data is from Reaction yield outcomes from USPTO patents with 853,638 reactions. The task is: Predict the reaction yield, written as a fraction of the theoretical maximum amount of product (1.0 means a 100% yield; for example, 0.34 means a 34% yield). (1) The reactants are Br[C:2]1[CH:10]=[C:9]2[C:5]([CH2:6][C:7](=[O:11])[NH:8]2)=[CH:4][CH:3]=1.[CH:12]([Sn](CCCC)(CCCC)CCCC)=[CH2:13].[Cl-].[Li+].[F-].[K+]. The catalyst is C(#N)C.Cl[Pd](Cl)([P](C1C=CC=CC=1)(C1C=CC=CC=1)C1C=CC=CC=1)[P](C1C=CC=CC=1)(C1C=CC=CC=1)C1C=CC=CC=1.C(C1C=C(C)C=C(C(C)(C)C)C=1O)(C)(C)C.C(OCC)C.C(OCC)(=O)C. The product is [CH:12]([C:2]1[CH:10]=[C:9]2[C:5]([CH2:6][C:7](=[O:11])[NH:8]2)=[CH:4][CH:3]=1)=[CH2:13]. The yield is 0.310. (2) The reactants are [F:1][C:2]1[CH:3]=[C:4]([C@H:10]([NH:13][S@](C(C)(C)C)=O)[CH2:11][CH3:12])[CH:5]=[CH:6][C:7]=1[O:8][CH3:9].[ClH:20].CO. The catalyst is CCOCC. The product is [ClH:20].[F:1][C:2]1[CH:3]=[C:4]([C@H:10]([NH2:13])[CH2:11][CH3:12])[CH:5]=[CH:6][C:7]=1[O:8][CH3:9]. The yield is 0.800. (3) The yield is 0.320. The product is [CH3:33][C:30]([O:29][C:27]([NH:26][C@@H:25]([CH2:24][CH2:23][C:22](=[O:21])[C:7]1[CH:12]=[CH:11][C:10]([O:13][CH2:14][C:15]2[CH:20]=[CH:19][CH:18]=[CH:17][CH:16]=2)=[CH:9][CH:8]=1)[C:34]([O:36][CH3:37])=[O:35])=[O:28])([CH3:31])[CH3:32]. The reactants are C([Li])CCC.Br[C:7]1[CH:12]=[CH:11][C:10]([O:13][CH2:14][C:15]2[CH:20]=[CH:19][CH:18]=[CH:17][CH:16]=2)=[CH:9][CH:8]=1.[O:21]=[C:22]1[N:26]([C:27]([O:29][C:30]([CH3:33])([CH3:32])[CH3:31])=[O:28])[C@H:25]([C:34]([O:36][CH3:37])=[O:35])[CH2:24][CH2:23]1. The catalyst is C1COCC1. (4) The reactants are Br[CH2:2][CH2:3]Br.[Mg].Br[C:7]1[CH:12]=[CH:11][C:10]([O:13][CH3:14])=[CH:9][CH:8]=1.[CH3:15][C:16]1([CH3:30])[O:20][CH2:19][C@@H:18]([CH:21]=[O:22])[N:17]1[C:23]([O:25][C:26](C)(C)C)=[O:24].[CH2:31]1[CH2:35]O[CH2:33][CH2:32]1. The catalyst is S(C)C.[Cu]I. The product is [OH:22][C@H:21]([C:7]1[CH:12]=[CH:11][C:10]([O:13][CH3:14])=[CH:9][CH:8]=1)[C@H:18]1[CH2:19][O:20][C:16]([CH3:30])([CH3:15])[N:17]1[C:23]([O:25][CH2:26][C:3]1[CH:2]=[CH:33][CH:32]=[CH:31][CH:35]=1)=[O:24]. The yield is 0.360. (5) The reactants are [Cl:1][C:2]1[CH:3]=[C:4]([CH2:8][O:9][C:10]2[CH:19]=[C:18]3[C:13]([CH:14]=[C:15]([C:20]([O:22]CC)=[O:21])[CH:16]=[N:17]3)=[CH:12][CH:11]=2)[CH:5]=[CH:6][CH:7]=1.[Li+].[OH-]. The catalyst is CO.C1COCC1.O. The product is [Cl:1][C:2]1[CH:3]=[C:4]([CH:5]=[CH:6][CH:7]=1)[CH2:8][O:9][C:10]1[CH:19]=[C:18]2[C:13]([CH:14]=[C:15]([C:20]([OH:22])=[O:21])[CH:16]=[N:17]2)=[CH:12][CH:11]=1. The yield is 0.770. (6) The reactants are [Br:1][C:2]1[S:6][C:5]([S:7](Cl)(=[O:9])=[O:8])=[CH:4][CH:3]=1.C(N(CC)CC)C.[F:18][C:19]1[CH:24]=[CH:23][C:22]([N:25]2[CH2:30][CH2:29][NH:28][CH2:27][CH2:26]2)=[CH:21][CH:20]=1.C([O-])(O)=O.[Na+]. The catalyst is C(Cl)Cl. The product is [Br:1][C:2]1[S:6][C:5]([S:7]([N:28]2[CH2:27][CH2:26][N:25]([C:22]3[CH:21]=[CH:20][C:19]([F:18])=[CH:24][CH:23]=3)[CH2:30][CH2:29]2)(=[O:9])=[O:8])=[CH:4][CH:3]=1. The yield is 1.00. (7) The reactants are [C:1]([C:4]1[C:5](I)=[N:6][N:7]2[CH2:12][CH:11]([CH:13]3[CH2:15][CH2:14]3)[N:10]([C:16]([O:18][C:19]([CH3:22])([CH3:21])[CH3:20])=[O:17])[CH2:9][C:8]=12)(=[O:3])[NH2:2].[O-]P([O-])([O-])=O.[K+].[K+].[K+].[Cl:32][C:33]1[CH:34]=[C:35](B(O)O)[CH:36]=[CH:37][C:38]=1[F:39]. The catalyst is O1CCOCC1.C1C=CC(P(C2C=CC=CC=2)[C-]2C=CC=C2)=CC=1.C1C=CC(P(C2C=CC=CC=2)[C-]2C=CC=C2)=CC=1.Cl[Pd]Cl.[Fe+2].C(Cl)Cl. The product is [C:1]([C:4]1[C:5]([C:35]2[CH:36]=[CH:37][C:38]([F:39])=[C:33]([Cl:32])[CH:34]=2)=[N:6][N:7]2[CH2:12][CH:11]([CH:13]3[CH2:15][CH2:14]3)[N:10]([C:16]([O:18][C:19]([CH3:22])([CH3:21])[CH3:20])=[O:17])[CH2:9][C:8]=12)(=[O:3])[NH2:2]. The yield is 0.850. (8) The reactants are [N:1]1[CH:6]=[CH:5][CH:4]=[C:3]([C:7]2[CH:8]=[CH:9][C:10]3[N:11]([C:13]([CH:16]=[O:17])=[CH:14][N:15]=3)[CH:12]=2)[CH:2]=1.[F:18]C1N=CC(B(O)O)=CC=1. No catalyst specified. The product is [F:18][C:6]1[N:1]=[CH:2][C:3]([C:7]2[CH:8]=[CH:9][C:10]3[N:11]([C:13]([CH:16]=[O:17])=[CH:14][N:15]=3)[CH:12]=2)=[CH:4][CH:5]=1. The yield is 0.500. (9) The reactants are COC1C=C(OC)C=CC=1C[NH:6][C:7]1[CH:16]=[N:15][C:14]2[C:9](=[CH:10][C:11]([O:17][CH3:18])=[CH:12][CH:13]=2)[N:8]=1.[C:25]([OH:31])([C:27]([F:30])([F:29])[F:28])=[O:26]. The catalyst is C(Cl)Cl. The product is [F:28][C:27]([F:30])([F:29])[C:25]([OH:31])=[O:26].[CH3:18][O:17][C:11]1[CH:10]=[C:9]2[C:14]([N:15]=[CH:16][C:7]([NH2:6])=[N:8]2)=[CH:13][CH:12]=1. The yield is 0.990. (10) The reactants are [CH3:1][CH:2]1[CH2:11][C:10]2[N:9]=[N:8][C:7]([C:12]3[CH:17]=[CH:16][CH:15]=[C:14]([C:18]([F:21])([F:20])[F:19])[CH:13]=3)=[CH:6][C:5]=2[CH:4]([OH:22])[CH2:3]1.C(Cl)CCl.[CH2:27]([O:29][CH2:30][C:31](O)=[O:32])[CH3:28]. The catalyst is CN(C)C=O.CN1CCCC1=O. The product is [CH2:27]([O:29][CH2:30][C:31]([O:22][CH:4]1[CH2:3][CH:2]([CH3:1])[CH2:11][C:10]2[N:9]=[N:8][C:7]([C:12]3[CH:17]=[CH:16][CH:15]=[C:14]([C:18]([F:21])([F:20])[F:19])[CH:13]=3)=[CH:6][C:5]1=2)=[O:32])[CH3:28]. The yield is 0.988.